This data is from Forward reaction prediction with 1.9M reactions from USPTO patents (1976-2016). The task is: Predict the product of the given reaction. (1) Given the reactants [OH:1][C:2]1[C:7](=[O:8])[N:6]([CH:9]([CH3:11])[CH3:10])[C:5](=[O:12])[N:4]2[CH2:13][CH2:14][NH:15][C:16](=[O:17])[C:3]=12.[CH3:18][Si](C=[N+]=[N-])(C)C, predict the reaction product. The product is: [CH:9]([N:6]1[C:7](=[O:8])[C:2]([O:1][CH3:18])=[C:3]2[C:16](=[O:17])[NH:15][CH2:14][CH2:13][N:4]2[C:5]1=[O:12])([CH3:10])[CH3:11]. (2) Given the reactants [C:1]([C:5]1[C:10](=[O:11])[CH:9]=[CH:8][N:7]([C:12]2[CH:17]=[CH:16][CH:15]=[C:14]([C:18]([F:21])([F:20])[F:19])[CH:13]=2)[N:6]=1)(=O)[CH2:2][CH3:3].[CH3:22][O-].[Na+].[C:25]1([NH:31][NH2:32])[CH:30]=[CH:29][CH:28]=[CH:27][CH:26]=1.CO, predict the reaction product. The product is: [CH3:3][C:2]1[CH:22]=[N:32][N:31]([C:25]2[CH:30]=[CH:29][CH:28]=[CH:27][CH:26]=2)[C:1]=1[C:5]1[C:10](=[O:11])[CH:9]=[CH:8][N:7]([C:12]2[CH:17]=[CH:16][CH:15]=[C:14]([C:18]([F:21])([F:20])[F:19])[CH:13]=2)[N:6]=1. (3) The product is: [NH2:8][C:5]1[N:6]=[CH:7][C:2]([C:28]2[CH:33]=[N:32][C:31]([N:34]3[CH2:39][CH2:38][N:37]([C:40]([O:42][C:43]([CH3:46])([CH3:45])[CH3:44])=[O:41])[CH2:36][CH2:35]3)=[CH:30][CH:29]=2)=[CH:3][C:4]=1[C:9]1[NH:10][C:11]2[CH:17]=[C:16]([O:18][CH3:19])[CH:15]=[CH:14][C:12]=2[N:13]=1. Given the reactants I[C:2]1[CH:3]=[C:4]([C:9]2[NH:13][C:12]3[CH:14]=[CH:15][C:16]([O:18][CH3:19])=[CH:17][C:11]=3[N:10]=2)[C:5]([NH2:8])=[N:6][CH:7]=1.CC1(C)C(C)(C)OB([C:28]2[CH:29]=[CH:30][C:31]([N:34]3[CH2:39][CH2:38][N:37]([C:40]([O:42][C:43]([CH3:46])([CH3:45])[CH3:44])=[O:41])[CH2:36][CH2:35]3)=[N:32][CH:33]=2)O1.C(=O)([O-])[O-].[Na+].[Na+], predict the reaction product.